The task is: Predict the product of the given reaction.. This data is from Forward reaction prediction with 1.9M reactions from USPTO patents (1976-2016). Given the reactants C([NH:5][S:6]([C:9]1[S:10][C:11]([C:14]2[N:15]=[CH:16][N:17]([C:19]3[N:24]=[C:23]([C:25]4[CH:30]=[CH:29][C:28]([C:31]([F:34])([F:33])[F:32])=[C:27]([CH3:35])[CH:26]=4)[CH:22]=[C:21]([C:36]([F:39])([F:38])[F:37])[N:20]=3)[CH:18]=2)=[CH:12][CH:13]=1)(=[O:8])=[O:7])(C)(C)C.C(O)(C(F)(F)F)=O, predict the reaction product. The product is: [CH3:35][C:27]1[CH:26]=[C:25]([C:23]2[CH:22]=[C:21]([C:36]([F:37])([F:38])[F:39])[N:20]=[C:19]([N:17]3[CH:18]=[C:14]([C:11]4[S:10][C:9]([S:6]([NH2:5])(=[O:8])=[O:7])=[CH:13][CH:12]=4)[N:15]=[CH:16]3)[N:24]=2)[CH:30]=[CH:29][C:28]=1[C:31]([F:34])([F:33])[F:32].